Dataset: Full USPTO retrosynthesis dataset with 1.9M reactions from patents (1976-2016). Task: Predict the reactants needed to synthesize the given product. (1) Given the product [CH2:6]([C:8]1[CH:13]=[CH:12][C:11]([N+:14]([O-:16])=[O:15])=[CH:10][C:9]=1[OH:19])[CH3:7], predict the reactants needed to synthesize it. The reactants are: S(=O)(=O)(O)O.[CH2:6]([C:8]1[CH:13]=[CH:12][C:11]([N+:14]([O-:16])=[O:15])=[CH:10][C:9]=1N)[CH3:7].N([O-])=[O:19].[Na+]. (2) Given the product [CH3:1][O:2][C:3]1[CH:4]=[C:5]2[C:10](=[CH:11][C:12]=1[O:13][CH3:14])[C:9]([CH3:15])=[N:8][C:7]([OH:16])=[C:6]2[CH2:21][C:22]1[CH:23]=[N:24][C:25]2[C:30]([CH:31]=1)=[CH:29][CH:28]=[CH:27][CH:26]=2, predict the reactants needed to synthesize it. The reactants are: [CH3:1][O:2][C:3]1[CH:4]=[C:5]2[C:10](=[CH:11][C:12]=1[O:13][CH3:14])[C:9]([CH3:15])=[N:8][C:7]([OH:16])=[CH:6]2.[OH-].[K+].Cl.Cl[CH2:21][C:22]1[CH:23]=[N:24][C:25]2[C:30]([CH:31]=1)=[CH:29][CH:28]=[CH:27][CH:26]=2.